Dataset: Reaction yield outcomes from USPTO patents with 853,638 reactions. Task: Predict the reaction yield, written as a fraction of the theoretical maximum amount of product (1.0 means a 100% yield; for example, 0.34 means a 34% yield). (1) The reactants are [Br:1][C:2]1[CH:3]=[C:4]([N+:19]([O-:21])=[O:20])[C:5]([C:8]2[CH:17]=[CH:16][C:11](C(OC)=O)=[CH:10][C:9]=2F)=[N:6][CH:7]=1.[CH3:22][S:23](C1C=C(B(O)O)C=CC=1)(=[O:25])=[O:24].BrC1C([N+]([O-])=O)=CC(Br)=CN=1. No catalyst specified. The product is [Br:1][C:2]1[CH:3]=[C:4]([N+:19]([O-:21])=[O:20])[C:5]([C:8]2[CH:17]=[CH:16][CH:11]=[C:10]([S:23]([CH3:22])(=[O:25])=[O:24])[CH:9]=2)=[N:6][CH:7]=1. The yield is 0.410. (2) No catalyst specified. The yield is 0.950. The reactants are [F:1][C:2]1[CH:7]=[CH:6][C:5]([CH2:8][C:9]2[CH:18]=[C:17]3[C:12]([C:13]([OH:25])=[C:14]([C:20]([O:22][CH2:23][CH3:24])=[O:21])[C:15](=[O:19])[NH:16]3)=[N:11][CH:10]=2)=[CH:4][CH:3]=1.FC(F)(F)S(O[CH2:32][C:33]([F:36])([F:35])[F:34])(=O)=O. The product is [F:1][C:2]1[CH:7]=[CH:6][C:5]([CH2:8][C:9]2[CH:18]=[C:17]3[C:12]([C:13]([OH:25])=[C:14]([C:20]([O:22][CH2:23][CH3:24])=[O:21])[C:15](=[O:19])[N:16]3[CH2:32][C:33]([F:36])([F:35])[F:34])=[N:11][CH:10]=2)=[CH:4][CH:3]=1. (3) The reactants are [CH2:1]1[C:6]2([CH2:11][CH2:10][CH2:9][CH2:8][CH2:7]2)[CH2:5][CH2:4][CH:3]([OH:12])[CH2:2]1.O[C:14]1[CH:15]=[C:16]2[C:21](=[CH:22][CH:23]=1)[CH:20]=[C:19]([C@:24]1([CH3:30])[CH2:28][O:27][C:26](=[O:29])[NH:25]1)[CH:18]=[CH:17]2.C1(P(C2C=CC=CC=2)C2C=CC=CC=2)C=CC=CC=1.O1CCCC1.N(C(OC(C)C)=O)=NC(OC(C)C)=O. The catalyst is C(Cl)Cl. The product is [CH3:30][C@@:24]1([C:19]2[CH:18]=[CH:17][C:16]3[C:21](=[CH:22][CH:23]=[C:14]([O:12][CH:3]4[CH2:2][CH2:1][C:6]5([CH2:7][CH2:8][CH2:9][CH2:10][CH2:11]5)[CH2:5][CH2:4]4)[CH:15]=3)[CH:20]=2)[CH2:28][O:27][C:26](=[O:29])[NH:25]1. The yield is 1.00. (4) The catalyst is C1(C)C=CC=CC=1. The reactants are [CH2:1]([O:8][C:9]1[CH:18]=[C:17]2[C:12]([C:13](O)=[N:14][CH:15]=[N:16]2)=[CH:11][C:10]=1[O:20][CH3:21])[C:2]1[CH:7]=[CH:6][CH:5]=[CH:4][CH:3]=1.P(Cl)(Cl)([Cl:24])=O. The yield is 0.720. The product is [CH2:1]([O:8][C:9]1[CH:18]=[C:17]2[C:12]([C:13]([Cl:24])=[N:14][CH:15]=[N:16]2)=[CH:11][C:10]=1[O:20][CH3:21])[C:2]1[CH:7]=[CH:6][CH:5]=[CH:4][CH:3]=1. (5) The reactants are [N:1]1([CH2:10][C:11]2[N:16]=[C:15]3[S:17][C:18]4[CH2:23][S:22][CH2:21][CH2:20][C:19]=4[C:14]3=[C:13]([C:24]3[CH:29]=[CH:28][C:27]([O:30][CH3:31])=[CH:26][CH:25]=3)[C:12]=2[Cl:32])[C:5]2[CH:6]=[CH:7][CH:8]=[CH:9][C:4]=2[N:3]=[CH:2]1.ClC1C=CC=C(C(OO)=[O:41])C=1.O. The catalyst is C(Cl)Cl. The product is [N:1]1([CH2:10][C:11]2[N:16]=[C:15]3[S:17][C:18]4[CH2:23][S:22](=[O:41])[CH2:21][CH2:20][C:19]=4[C:14]3=[C:13]([C:24]3[CH:25]=[CH:26][C:27]([O:30][CH3:31])=[CH:28][CH:29]=3)[C:12]=2[Cl:32])[C:5]2[CH:6]=[CH:7][CH:8]=[CH:9][C:4]=2[N:3]=[CH:2]1. The yield is 0.640.